Dataset: Catalyst prediction with 721,799 reactions and 888 catalyst types from USPTO. Task: Predict which catalyst facilitates the given reaction. (1) Reactant: [NH2:1][C:2]1[C:11]2[CH:10]=[N:9][C:8]([S:12][CH3:13])=[N:7][C:6]=2[N:5]([CH:14]2[CH2:17][CH2:16][CH2:15]2)[C:4](=[O:18])[CH:3]=1.[Br:19]N1C(=O)CCC1=O. Product: [NH2:1][C:2]1[C:11]2[CH:10]=[N:9][C:8]([S:12][CH3:13])=[N:7][C:6]=2[N:5]([CH:14]2[CH2:17][CH2:16][CH2:15]2)[C:4](=[O:18])[C:3]=1[Br:19]. The catalyst class is: 2. (2) Reactant: [Li]CC[CH2:4][CH3:5].Br[C:7]1[N:11]([CH3:12])[C:10]([CH3:13])=[N:9][CH:8]=1.[CH2:14]([O:21][C:22]1[C:23]([O:37][CH3:38])=[N:24][C:25]2[C:30]([C:31]=1[Cl:32])=[CH:29][C:28]([C:33]([O:35]C)=O)=[CH:27][CH:26]=2)[C:15]1[CH:20]=[CH:19][CH:18]=[CH:17][CH:16]=1. Product: [CH2:14]([O:21][C:22]1[C:23]([O:37][CH3:38])=[N:24][C:25]2[C:30]([C:31]=1[Cl:32])=[CH:29][C:28]([C:33]([C:8]1[N:9]([CH3:10])[C:4]([CH3:5])=[N:11][CH:7]=1)([C:7]1[N:11]([CH3:12])[C:10]([CH3:13])=[N:9][CH:8]=1)[OH:35])=[CH:27][CH:26]=2)[C:15]1[CH:20]=[CH:19][CH:18]=[CH:17][CH:16]=1. The catalyst class is: 1. (3) Reactant: [CH2:1]([O:3][C:4]([C:6]1[N:7]([CH:12]2[CH2:16][CH:15](OC(=O)C)[CH:14]=[CH:13]2)[CH:8]=[N:9][C:10]=1[CH3:11])=[O:5])[CH3:2].S([Cl:31])(C1C=CC(C)=CC=1)(=O)=O.C(N(CC)CC)C. Product: [CH2:1]([O:3][C:4]([C:6]1[N:7]([C@H:12]2[CH2:16][C@@H:15]([Cl:31])[CH:14]=[CH:13]2)[CH:8]=[N:9][C:10]=1[CH3:11])=[O:5])[CH3:2]. The catalyst class is: 79. (4) Reactant: [CH2:1]([N:3]1[CH2:9][CH2:8][C:7]2[C:10]([O:15][CH3:16])=[C:11]([NH2:14])[CH:12]=[CH:13][C:6]=2[CH2:5][CH2:4]1)[CH3:2].Cl[C:18]1[N:23]=[C:22]([NH:24][C@@H:25]2[CH2:30][CH2:29][CH2:28][CH2:27][C@H:26]2[NH:31][S:32]([CH3:35])(=[O:34])=[O:33])[C:21]([Cl:36])=[CH:20][N:19]=1.Cl.O1CCOCC1. Product: [Cl:36][C:21]1[C:22]([NH:24][C@@H:25]2[CH2:30][CH2:29][CH2:28][CH2:27][C@H:26]2[NH:31][S:32]([CH3:35])(=[O:34])=[O:33])=[N:23][C:18]([NH:14][C:11]2[CH:12]=[CH:13][C:6]3[CH2:5][CH2:4][N:3]([CH2:1][CH3:2])[CH2:9][CH2:8][C:7]=3[C:10]=2[O:15][CH3:16])=[N:19][CH:20]=1. The catalyst class is: 32. (5) Reactant: [F:1][C:2]1[CH:13]=[C:12]([O:14][CH2:15][C:16]2[CH:21]=[CH:20][CH:19]=[CH:18][CH:17]=2)[C:5]2[O:6]C(C)(C)[O:8][CH2:9][C:4]=2[CH:3]=1.Cl. Product: [F:1][C:2]1[CH:13]=[C:12]([O:14][CH2:15][C:16]2[CH:21]=[CH:20][CH:19]=[CH:18][CH:17]=2)[C:5]([OH:6])=[C:4]([CH2:9][OH:8])[CH:3]=1. The catalyst class is: 8.